From a dataset of Full USPTO retrosynthesis dataset with 1.9M reactions from patents (1976-2016). Predict the reactants needed to synthesize the given product. (1) Given the product [Cl:1][C:2]1[CH:7]=[CH:6][CH:5]=[CH:4][C:3]=1[CH:25]([C:24]1[CH:27]=[CH:28][C:21]([F:20])=[CH:22][CH:23]=1)[OH:26], predict the reactants needed to synthesize it. The reactants are: [Cl:1][C:2]1[CH:7]=[CH:6][CH:5]=[CH:4][C:3]=1Br.C([Li])CCC.CCCCCC.[F:20][C:21]1[CH:28]=[CH:27][C:24]([CH:25]=[O:26])=[CH:23][CH:22]=1.[Cl-].[NH4+]. (2) Given the product [C:23]1([C:26]2[CH:27]=[CH:28][CH:29]=[CH:30][CH:31]=2)[CH:22]=[CH:21][C:20]([CH2:19][N:7]2[C:6]3[CH:14]=[C:2]([Cl:1])[C:3]([I:15])=[CH:4][C:5]=3[N:9]=[C:8]2[S:10]([CH3:13])(=[O:12])=[O:11])=[CH:25][CH:24]=1, predict the reactants needed to synthesize it. The reactants are: [Cl:1][C:2]1[C:3]([I:15])=[CH:4][C:5]2[N:9]=[C:8]([S:10]([CH3:13])(=[O:12])=[O:11])[NH:7][C:6]=2[CH:14]=1.[H-].[Na+].Br[CH2:19][C:20]1[CH:25]=[CH:24][C:23]([C:26]2[CH:31]=[CH:30][CH:29]=[CH:28][CH:27]=2)=[CH:22][CH:21]=1. (3) Given the product [OH2:10].[ClH:23].[ClH:2].[NH2:35][CH2:34][C:31]1([CH2:36][C:37]2[CH:38]=[CH:39][CH:40]=[CH:41][CH:42]=2)[CH2:32][CH2:33][N:28]([CH2:27][CH2:26][CH2:25][C:13]2([C:17]3[CH:22]=[CH:21][C:20]([Cl:23])=[C:19]([Cl:24])[CH:18]=3)[CH2:14][CH2:15][CH2:16][N:11]([C:3](=[O:10])[C:4]3[CH:9]=[CH:8][CH:7]=[CH:6][CH:5]=3)[CH2:12]2)[CH2:29][CH2:30]1.[NH2:35][CH2:34][C:31]1([CH2:36][C:37]2[CH:38]=[CH:39][CH:40]=[CH:41][CH:42]=2)[CH2:32][CH2:33][N:28]([CH2:27][CH2:26][CH2:25][C:13]2([C:17]3[CH:22]=[CH:21][C:20]([Cl:23])=[C:19]([Cl:24])[CH:18]=3)[CH2:14][CH2:15][CH2:16][N:11]([C:3](=[O:10])[C:4]3[CH:9]=[CH:8][CH:7]=[CH:6][CH:5]=3)[CH2:12]2)[CH2:29][CH2:30]1.[ClH:23].[ClH:23], predict the reactants needed to synthesize it. The reactants are: O.[ClH:2].[C:3]([N:11]1[CH2:16][CH2:15][CH2:14][C:13]([CH2:25][CH2:26][CH2:27][N:28]2[CH2:33][CH2:32][C:31]([CH2:36][C:37]3[CH:42]=[CH:41][CH:40]=[CH:39][CH:38]=3)([C:34]#[N:35])[CH2:30][CH2:29]2)([C:17]2[CH:22]=[CH:21][C:20]([Cl:23])=[C:19]([Cl:24])[CH:18]=2)[CH2:12]1)(=[O:10])[C:4]1[CH:9]=[CH:8][CH:7]=[CH:6][CH:5]=1.Cl. (4) The reactants are: [C:1]([O:5][C:6]([N:8]1[CH2:13][CH2:12][CH:11]([NH:14][C:15]2[CH:20]=[CH:19][CH:18]=[CH:17][C:16]=2[O:21][CH2:22][C:23](O)=[O:24])[CH2:10][CH2:9]1)=[O:7])([CH3:4])([CH3:3])[CH3:2].S(Cl)(Cl)=O.C(N(CC)CC)C.O. Given the product [C:1]([O:5][C:6]([N:8]1[CH2:13][CH2:12][CH:11]([N:14]2[C:15]3[CH:20]=[CH:19][CH:18]=[CH:17][C:16]=3[O:21][CH2:22][C:23]2=[O:24])[CH2:10][CH2:9]1)=[O:7])([CH3:2])([CH3:4])[CH3:3], predict the reactants needed to synthesize it. (5) Given the product [Cl:23][C:22]1[C:17]([O:16][C:15]2[CH:14]=[CH:13][C:12]([C:34]3[CH:39]=[CH:38][CH:37]=[CH:36][C:35]=3[C:40]([F:42])([F:43])[F:41])=[CH:11][C:10]=2[C:9]2[N:5]([CH:3]3[CH2:2][N:1]([CH3:46])[CH2:4]3)[N:6]=[CH:7][CH:8]=2)=[CH:18][C:19]([F:33])=[C:20]([S:24]([NH:27][C:28]2[S:29][CH:30]=[N:31][N:32]=2)(=[O:26])=[O:25])[CH:21]=1, predict the reactants needed to synthesize it. The reactants are: [NH:1]1[CH2:4][CH:3]([N:5]2[C:9]([C:10]3[CH:11]=[C:12]([C:34]4[CH:39]=[CH:38][CH:37]=[CH:36][C:35]=4[C:40]([F:43])([F:42])[F:41])[CH:13]=[CH:14][C:15]=3[O:16][C:17]3[C:22]([Cl:23])=[CH:21][C:20]([S:24]([NH:27][C:28]4[S:29][CH:30]=[N:31][N:32]=4)(=[O:26])=[O:25])=[C:19]([F:33])[CH:18]=3)=[CH:8][CH:7]=[N:6]2)[CH2:2]1.C=O.[C:46](O[BH-](OC(=O)C)OC(=O)C)(=O)C.[Na+]. (6) Given the product [CH3:33][C:14]1([C:17]([O:19][CH2:20][CH3:21])=[O:18])[CH2:13][CH2:12][N:11]([C:22]([O:24][CH2:25][C:26]2[CH:31]=[CH:30][CH:29]=[CH:28][CH:27]=2)=[O:23])[CH2:16][CH2:15]1, predict the reactants needed to synthesize it. The reactants are: C[Si]([N-][Si](C)(C)C)(C)C.[Li+].[N:11]1([C:22]([O:24][CH2:25][C:26]2[CH:31]=[CH:30][CH:29]=[CH:28][CH:27]=2)=[O:23])[CH2:16][CH2:15][CH:14]([C:17]([O:19][CH2:20][CH3:21])=[O:18])[CH2:13][CH2:12]1.I[CH2:33]C.C(=O)([O-])O.[Na+]. (7) The reactants are: C([Mg][Cl:5])(C)C.Br[C:7]1[C:12]([CH3:13])=[CH:11][CH:10]=[CH:9][N:8]=1.[F:14][C:15]1[CH:22]=[CH:21][C:20]([F:23])=[CH:19][C:16]=1[CH:17]=O.[Cl-].[NH4+]. Given the product [ClH:5].[Cl:5][CH:17]([C:16]1[CH:19]=[C:20]([F:23])[CH:21]=[CH:22][C:15]=1[F:14])[C:7]1[C:12]([CH3:13])=[CH:11][CH:10]=[CH:9][N:8]=1, predict the reactants needed to synthesize it. (8) Given the product [CH3:4][CH:3]([CH3:5])[C:2]([NH:7][C:8]1[CH:13]=[CH:12][CH:11]=[C:10]([CH:14]2[CH2:19][CH2:18][NH:17][CH2:16][CH2:15]2)[CH:9]=1)=[O:6], predict the reactants needed to synthesize it. The reactants are: Cl.[C:2]([NH:7][C:8]1[CH:9]=[C:10]([CH:14]2[CH2:19][CH2:18][N:17](C(OC(C)(C)C)=O)[CH2:16][CH2:15]2)[CH:11]=[CH:12][CH:13]=1)(=[O:6])[CH:3]([CH3:5])[CH3:4].